From a dataset of Reaction yield outcomes from USPTO patents with 853,638 reactions. Predict the reaction yield, written as a fraction of the theoretical maximum amount of product (1.0 means a 100% yield; for example, 0.34 means a 34% yield). (1) The reactants are Br[C:2]1[C:10]([CH3:11])=[C:9]2[C:5]([C:6](=[O:13])[C:7](=[O:12])[NH:8]2)=[CH:4][CH:3]=1.[C:14]1(B(O)O)[CH:19]=[CH:18][CH:17]=[CH:16][CH:15]=1.C([O-])(O)=O.[Na+]. The catalyst is COCCOC.O.C1C=CC([P]([Pd]([P](C2C=CC=CC=2)(C2C=CC=CC=2)C2C=CC=CC=2)([P](C2C=CC=CC=2)(C2C=CC=CC=2)C2C=CC=CC=2)[P](C2C=CC=CC=2)(C2C=CC=CC=2)C2C=CC=CC=2)(C2C=CC=CC=2)C2C=CC=CC=2)=CC=1. The product is [CH3:11][C:10]1[C:2]([C:14]2[CH:19]=[CH:18][CH:17]=[CH:16][CH:15]=2)=[CH:3][CH:4]=[C:5]2[C:9]=1[NH:8][C:7](=[O:12])[C:6]2=[O:13]. The yield is 0.510. (2) The reactants are [CH2:1]([C:3]1[CH:8]=[CH:7][C:6]([O:9][C:10]2[CH:15]=[CH:14][CH:13]=[CH:12][C:11]=2[N+:16]([O-])=O)=[C:5]([O:19][CH3:20])[CH:4]=1)[CH3:2].C1COCC1. The catalyst is C(O)C. The product is [CH2:1]([C:3]1[CH:8]=[CH:7][C:6]([O:9][C:10]2[CH:15]=[CH:14][CH:13]=[CH:12][C:11]=2[NH2:16])=[C:5]([O:19][CH3:20])[CH:4]=1)[CH3:2]. The yield is 1.00. (3) The reactants are [C:1]1([CH3:11])[CH:6]=[CH:5][C:4](S(O)(=O)=O)=[CH:3][CH:2]=1.C(OC([N:22]1[CH2:26][CH2:25][C@H:24]([NH2:27])[C@@H:23]1[C:28]1[CH:33]=[CH:32][CH:31]=[CH:30][CH:29]=1)=O)C1C=CC=CC=1.C(O[BH-](OC(=O)C)OC(=O)C)(=O)C.[Na+].[BrH:48].C(Cl)[Cl:50]. The catalyst is C(O)(=O)C. The product is [BrH:48].[BrH:48].[Cl:50][C:3]1[CH:2]=[C:1]([CH:6]=[CH:5][CH:4]=1)[CH2:11][NH:27][C@H:24]1[CH2:25][CH2:26][NH:22][C@H:23]1[C:28]1[CH:33]=[CH:32][CH:31]=[CH:30][CH:29]=1. The yield is 0.790. (4) The reactants are CC1(C)[O:7][CH2:6][C:5]([C:9]#[C:10][C:11]2[CH:16]=[CH:15][C:14]([CH2:17][CH2:18][CH2:19][CH2:20][CH2:21][CH2:22][CH2:23][CH3:24])=[CH:13][CH:12]=2)([OH:8])[CH2:4][O:3]1. The catalyst is C(O)(C(F)(F)F)=O.CCO.[Pd]. The product is [CH2:17]([C:14]1[CH:15]=[CH:16][C:11]([CH2:10][CH2:9][C:5]([OH:8])([CH2:6][OH:7])[CH2:4][OH:3])=[CH:12][CH:13]=1)[CH2:18][CH2:19][CH2:20][CH2:21][CH2:22][CH2:23][CH3:24]. The yield is 0.990.